From a dataset of Catalyst prediction with 721,799 reactions and 888 catalyst types from USPTO. Predict which catalyst facilitates the given reaction. (1) Reactant: [Br:1][C:2]1[CH:3]=[CH:4][C:5]([Cl:16])=[C:6]([CH:15]=1)[CH2:7][C:8]1[CH:13]=[CH:12][C:11]([OH:14])=[CH:10][CH:9]=1.[Si:17](Cl)([C:20]([CH3:23])([CH3:22])[CH3:21])([CH3:19])[CH3:18].C(N(CC)CC)C.CN(C1C=CC=CN=1)C. Product: [Br:1][C:2]1[CH:3]=[CH:4][C:5]([Cl:16])=[C:6]([CH:15]=1)[CH2:7][C:8]1[CH:13]=[CH:12][C:11]([O:14][Si:17]([C:20]([CH3:23])([CH3:22])[CH3:21])([CH3:19])[CH3:18])=[CH:10][CH:9]=1. The catalyst class is: 4. (2) Reactant: [I:1][C:2]1[CH:3]=[C:4]2[C:9](=[CH:10][CH:11]=1)[O:8][CH2:7][CH2:6][CH:5]2O.S(Cl)(Cl)=O.[CH3:17][N:18]1[CH2:23][CH2:22][NH:21][CH2:20][CH2:19]1.C(=O)([O-])[O-].[K+].[K+].[I-].[Na+]. Product: [I:1][C:2]1[CH:3]=[C:4]2[C:9](=[CH:10][CH:11]=1)[O:8][CH2:7][CH2:6][CH:5]2[N:21]1[CH2:22][CH2:23][N:18]([CH3:17])[CH2:19][CH2:20]1. The catalyst class is: 11. (3) Reactant: I[C:2]1[N:7]=[C:6]([O:8][C@@H:9]2[CH2:13][CH2:12][O:11][CH2:10]2)[C:5]([O:14][CH3:15])=[CH:4][CH:3]=1.[Cl:16][C:17]1[CH:18]=[C:19]([NH:23][CH2:24][C:25]2[CH:26]=[N:27][CH:28]=[CH:29][CH:30]=2)[CH:20]=[CH:21][CH:22]=1.CC([O-])(C)C.[Na+].P(C(C)(C)C)(C(C)(C)C)C(C)(C)C.[H+].[B-](F)(F)(F)F. Product: [Cl:16][C:17]1[CH:18]=[C:19]([N:23]([CH2:24][C:25]2[CH:26]=[N:27][CH:28]=[CH:29][CH:30]=2)[C:2]2[CH:3]=[CH:4][C:5]([O:14][CH3:15])=[C:6]([O:8][C@@H:9]3[CH2:13][CH2:12][O:11][CH2:10]3)[N:7]=2)[CH:20]=[CH:21][CH:22]=1. The catalyst class is: 187. (4) Reactant: P(Br)(Br)[Br:2].[I:5][C:6]1[C:13]([I:14])=[CH:12][C:11]([I:15])=[CH:10][C:7]=1[CH2:8]O.O.C(Cl)Cl. Product: [I:5][C:6]1[C:13]([I:14])=[CH:12][C:11]([I:15])=[CH:10][C:7]=1[CH2:8][Br:2]. The catalyst class is: 7. (5) Product: [CH:1]([O:4][C:5]1[CH:21]=[CH:20][C:8]([O:9][C:10]2[S:11][C:12](/[CH:15]=[CH:16]/[CH:17]([OH:19])[CH3:18])=[CH:13][N:14]=2)=[CH:7][CH:6]=1)([CH3:2])[CH3:3]. Reactant: [CH:1]([O:4][C:5]1[CH:21]=[CH:20][C:8]([O:9][C:10]2[S:11][C:12](/[CH:15]=[CH:16]/[C:17](=[O:19])[CH3:18])=[CH:13][N:14]=2)=[CH:7][CH:6]=1)([CH3:3])[CH3:2].[Cl-].[Ce+3].[Cl-].[Cl-].[BH4-].[Na+]. The catalyst class is: 5. (6) Reactant: I[C:2]1[CH:3]=[C:4]([C:8]2[O:12][N:11]=[C:10]([CH2:13][S:14][C:15]3[N:19]([CH3:20])[C:18]([C:21]4[S:22][CH:23]=[CH:24][CH:25]=4)=[N:17][N:16]=3)[N:9]=2)[CH:5]=[CH:6][CH:7]=1.[O:26]1[CH:30]=[CH:29][C:28](B(O)O)=[CH:27]1.COCCOC.C(=O)([O-])[O-].[Na+].[Na+]. Product: [O:26]1[CH:30]=[CH:29][C:28]([C:2]2[CH:3]=[C:4]([C:8]3[O:12][N:11]=[C:10]([CH2:13][S:14][C:15]4[N:19]([CH3:20])[C:18]([C:21]5[S:22][CH:23]=[CH:24][CH:25]=5)=[N:17][N:16]=4)[N:9]=3)[CH:5]=[CH:6][CH:7]=2)=[CH:27]1. The catalyst class is: 535. (7) Reactant: [NH2:1][C:2]1[CH:7]=[CH:6][C:5]([O:8][CH3:9])=[CH:4][C:3]=1[SH:10].[CH3:11][O:12][C:13]1[CH:14]=[C:15]([CH:19]=[CH:20][C:21]=1[N+:22]([O-:24])=[O:23])[C:16](O)=O. Product: [CH3:11][O:12][C:13]1[CH:14]=[C:15]([C:16]2[S:10][C:3]3[CH:4]=[C:5]([O:8][CH3:9])[CH:6]=[CH:7][C:2]=3[N:1]=2)[CH:19]=[CH:20][C:21]=1[N+:22]([O-:24])=[O:23]. The catalyst class is: 2. (8) Product: [C:19]([O:18][C:16]([NH:23][CH2:24][CH2:25][NH:26][C:13](=[O:15])[CH2:12][CH2:11][CH2:10][CH2:9][CH2:8][CH2:7][CH2:6][CH2:5][CH2:4][CH2:3][CH2:2][OH:1])=[O:17])([CH3:22])([CH3:21])[CH3:20]. The catalyst class is: 42. Reactant: [OH:1][CH2:2][CH2:3][CH2:4][CH2:5][CH2:6][CH2:7][CH2:8][CH2:9][CH2:10][CH2:11][CH2:12][C:13]([OH:15])=O.[C:16]([NH:23][CH2:24][CH2:25][NH2:26])([O:18][C:19]([CH3:22])([CH3:21])[CH3:20])=[O:17].C1C=NC2N(O)N=NC=2C=1.C(N(C(C)C)CC)(C)C.CC(C)N=C=NC(C)C.